This data is from Peptide-MHC class I binding affinity with 185,985 pairs from IEDB/IMGT. The task is: Regression. Given a peptide amino acid sequence and an MHC pseudo amino acid sequence, predict their binding affinity value. This is MHC class I binding data. (1) The peptide sequence is TVSSFQDIL. The MHC is HLA-A02:01 with pseudo-sequence HLA-A02:01. The binding affinity (normalized) is 0.0190. (2) The peptide sequence is SFKLILAEY. The MHC is HLA-A33:01 with pseudo-sequence HLA-A33:01. The binding affinity (normalized) is 0.134. (3) The peptide sequence is RLFMALVAFL. The MHC is HLA-A02:01 with pseudo-sequence HLA-A02:01. The binding affinity (normalized) is 0.369. (4) The peptide sequence is YQERFVLAL. The MHC is BoLA-JSP.1 with pseudo-sequence BoLA-JSP.1. The binding affinity (normalized) is 0.136. (5) The peptide sequence is SQWFMNAVGH. The MHC is HLA-A03:01 with pseudo-sequence HLA-A03:01. The binding affinity (normalized) is 0.103. (6) The peptide sequence is VSPTEMVDV. The MHC is Mamu-A01 with pseudo-sequence Mamu-A01. The binding affinity (normalized) is 0.516. (7) The peptide sequence is YRHDGGNVL. The MHC is HLA-B27:05 with pseudo-sequence HLA-B27:05. The binding affinity (normalized) is 0.388. (8) The binding affinity (normalized) is 0.213. The MHC is HLA-B14:02 with pseudo-sequence YYSEYRNICTNTDESNLYLWYNFYTWAELAYTWH. The peptide sequence is VHAVYDSML.